Dataset: Peptide-MHC class II binding affinity with 134,281 pairs from IEDB. Task: Regression. Given a peptide amino acid sequence and an MHC pseudo amino acid sequence, predict their binding affinity value. This is MHC class II binding data. (1) The peptide sequence is GSIIQFPNTYLEGSV. The MHC is DRB1_0101 with pseudo-sequence DRB1_0101. The binding affinity (normalized) is 0.726. (2) The peptide sequence is KFITHSVTFSEINKA. The MHC is HLA-DQA10401-DQB10402 with pseudo-sequence HLA-DQA10401-DQB10402. The binding affinity (normalized) is 0.309.